Dataset: Reaction yield outcomes from USPTO patents with 853,638 reactions. Task: Predict the reaction yield, written as a fraction of the theoretical maximum amount of product (1.0 means a 100% yield; for example, 0.34 means a 34% yield). The catalyst is C(Cl)Cl.C1(C)C=CC=CC=1. The product is [F:1][C:2]1[N:10]=[C:9]2[C:5]([N:6]=[C:7]([CH2:11][C:12]3[C:20]([I:21])=[CH:19][C:15]4[O:16][CH2:17][O:18][C:14]=4[CH:13]=3)[N:8]2[CH2:69][CH2:68][N:67]([CH:64]([CH3:65])[CH3:66])[CH2:71][CH2:72][O:73][C:74]([C:87]2[CH:92]=[CH:91][CH:90]=[CH:89][CH:88]=2)([C:75]2[CH:76]=[CH:77][CH:78]=[CH:79][CH:80]=2)[C:81]2[CH:86]=[CH:85][CH:84]=[CH:83][CH:82]=2)=[C:4]([NH2:22])[N:3]=1. The yield is 0.340. The reactants are [F:1][C:2]1[N:10]=[C:9]2[C:5]([N:6]=[C:7]([CH2:11][C:12]3[C:20]([I:21])=[CH:19][C:15]4[O:16][CH2:17][O:18][C:14]=4[CH:13]=3)[NH:8]2)=[C:4]([NH2:22])[N:3]=1.C1C=CC(COC(/N=N/C(OCC2C=CC=CC=2)=O)=O)=CC=1.C1(P(C2C=CC=CC=2)C2C=CC=CC=2)C=CC=CC=1.[CH:64]([N:67]([CH2:71][CH2:72][O:73][C:74]([C:87]1[CH:92]=[CH:91][CH:90]=[CH:89][CH:88]=1)([C:81]1[CH:86]=[CH:85][CH:84]=[CH:83][CH:82]=1)[C:75]1[CH:80]=[CH:79][CH:78]=[CH:77][CH:76]=1)[CH2:68][CH2:69]O)([CH3:66])[CH3:65].